From a dataset of Forward reaction prediction with 1.9M reactions from USPTO patents (1976-2016). Predict the product of the given reaction. (1) Given the reactants [C:1]([C:5]1[CH:10]=[CH:9][C:8]([N:11]2[CH2:16][CH2:15][O:14][C@H:13]([C@@H:17]([OH:21])[C:18]([OH:20])=O)[C:12]2=[O:22])=[CH:7][CH:6]=1)([CH3:4])([CH3:3])[CH3:2].[NH2:23][C:24]1[CH:31]=[CH:30][C:27]([C:28]#[N:29])=[CH:26][C:25]=1[Cl:32].NC1C=C2C(=CC=1)C(N(C(OC(C)(C)C)=O)C(OC(C)(C)C)=O)=NC=C2, predict the reaction product. The product is: [C:1]([C:5]1[CH:6]=[CH:7][C:8]([N:11]2[CH2:16][CH2:15][O:14][C@H:13]([C@@H:17]([OH:21])[C:18]([NH:23][C:24]3[CH:31]=[CH:30][C:27]([C:28]#[N:29])=[CH:26][C:25]=3[Cl:32])=[O:20])[C:12]2=[O:22])=[CH:9][CH:10]=1)([CH3:4])([CH3:3])[CH3:2]. (2) Given the reactants [CH2:1]1[C:9]2[C:4](=[CH:5][CH:6]=[CH:7][CH:8]=2)[CH2:3][NH:2]1.C([N:17]1[CH:21]=[CH:20][N:19]=[CH:18]1)([N:17]1[CH:21]=[CH:20][N:19]=[CH:18]1)=O.[C:22]([NH:25][NH2:26])(=[O:24])[CH3:23], predict the reaction product. The product is: [CH3:20][C:21]1[O:24][C:22]([C:8]2[CH:7]=[CH:6][CH:5]=[C:4]3[C:9]=2[CH2:1][NH:2][CH2:3]3)=[N:25][N:17]=1.[CH3:23][C:22]1[O:24][C:1]([C:9]2[CH:8]=[C:21]3[C:6](=[CH:5][CH:4]=2)[CH2:18][NH:19][CH2:20]3)=[N:26][N:25]=1. (3) Given the reactants [C:1]1([C:19]2[CH:24]=[CH:23][CH:22]=[CH:21][CH:20]=2)[CH:6]=[CH:5][C:4]([O:7][C:8]2[CH:13]=[N:12][CH:11]=[C:10]3[S:14][C:15]([CH:17]=[O:18])=[CH:16][C:9]=23)=[CH:3][CH:2]=1.[C:25]1([Mg]Cl)[CH:30]=[CH:29][CH:28]=[CH:27][CH:26]=1, predict the reaction product. The product is: [C:1]1([C:19]2[CH:20]=[CH:21][CH:22]=[CH:23][CH:24]=2)[CH:6]=[CH:5][C:4]([O:7][C:8]2[CH:13]=[N:12][CH:11]=[C:10]3[S:14][C:15]([CH:17]([C:25]4[CH:30]=[CH:29][CH:28]=[CH:27][CH:26]=4)[OH:18])=[CH:16][C:9]=23)=[CH:3][CH:2]=1. (4) The product is: [CH3:18][O:16][C:5]1[C:6]2[C:15](=[CH:14][C:13]3[C:8]([CH:7]=2)=[CH:9][CH:10]=[CH:11][CH:12]=3)[C:2]([O:23][CH3:22])=[CH:3][CH:4]=1. Given the reactants O[C:2]1[C:15]2[C:6](=[CH:7][C:8]3[C:13]([CH:14]=2)=[CH:12][CH:11]=[CH:10][CH:9]=3)[C:5]([OH:16])=[CH:4][CH:3]=1.I[CH3:18].CN([CH:22]=[O:23])C.Cl, predict the reaction product. (5) Given the reactants [Cl-].[CH2:2]([N+:12]([CH2:15][CH2:16][CH2:17][CH2:18][CH2:19][CH2:20][CH2:21][CH2:22][CH2:23][CH3:24])([CH3:14])[CH3:13])[CH2:3][CH2:4][CH2:5][CH2:6][CH2:7][CH2:8][CH2:9][CH2:10][CH3:11].[C:25]1([CH3:35])[CH:30]=[CH:29][C:28]([S:31]([OH:34])(=[O:33])=[O:32])=[CH:27][CH:26]=1.[OH-].[Na+], predict the reaction product. The product is: [C:25]1([CH3:35])[CH:26]=[CH:27][C:28]([S:31]([O-:34])(=[O:32])=[O:33])=[CH:29][CH:30]=1.[CH2:15]([N+:12]([CH2:2][CH2:3][CH2:4][CH2:5][CH2:6][CH2:7][CH2:8][CH2:9][CH2:10][CH3:11])([CH3:14])[CH3:13])[CH2:16][CH2:17][CH2:18][CH2:19][CH2:20][CH2:21][CH2:22][CH2:23][CH3:24].